This data is from Full USPTO retrosynthesis dataset with 1.9M reactions from patents (1976-2016). The task is: Predict the reactants needed to synthesize the given product. (1) Given the product [NH2:8][C@@H:9]([C:11]1[C:12]([F:47])=[C:13]([C:17]2[CH:22]=[C:21]([O:23][CH2:24][C:25]3[CH:30]=[CH:29][CH:28]=[CH:27][N:26]=3)[CH:20]=[C:19]([CH2:31][O:32][C:33]3[CH:38]=[CH:37][CH:36]=[CH:35][C:34]=3[CH2:39][C:40]([OH:42])=[O:41])[CH:18]=2)[CH:14]=[CH:15][CH:16]=1)[CH3:10], predict the reactants needed to synthesize it. The reactants are: C(OC([NH:8][C@@H:9]([C:11]1[C:12]([F:47])=[C:13]([C:17]2[CH:22]=[C:21]([O:23][CH2:24][C:25]3[CH:30]=[CH:29][CH:28]=[CH:27][N:26]=3)[CH:20]=[C:19]([CH2:31][O:32][C:33]3[CH:38]=[CH:37][CH:36]=[CH:35][C:34]=3[CH2:39][C:40]([O:42]C(C)(C)C)=[O:41])[CH:18]=2)[CH:14]=[CH:15][CH:16]=1)[CH3:10])=O)(C)(C)C.Cl. (2) Given the product [N:18]1([S:2]([C:5]2[CH:6]=[C:7]([CH:11]=[C:12]([C:14]([F:17])([F:16])[F:15])[CH:13]=2)[C:8]([OH:10])=[O:9])(=[O:4])=[O:3])[CH2:22][CH2:21][CH2:20][CH2:19]1, predict the reactants needed to synthesize it. The reactants are: Cl[S:2]([C:5]1[CH:6]=[C:7]([CH:11]=[C:12]([C:14]([F:17])([F:16])[F:15])[CH:13]=1)[C:8]([OH:10])=[O:9])(=[O:4])=[O:3].[NH:18]1[CH2:22][CH2:21][CH2:20][CH2:19]1. (3) The reactants are: Cl.Cl.Cl.[O:4]1[C:12]2[CH:11]=[CH:10][N:9]=[C:8]([N:13]3[CH2:18][CH2:17][N:16]([CH2:19][CH2:20][C@H:21]4[CH2:26][CH2:25][C@H:24]([NH2:27])[CH2:23][CH2:22]4)[CH2:15][CH2:14]3)[C:7]=2[CH2:6][CH2:5]1.[CH3:28][O:29][CH:30]([O:37][CH3:38])[CH2:31][CH2:32][C:33](OC)=[O:34]. Given the product [O:4]1[C:12]2[CH:11]=[CH:10][N:9]=[C:8]([N:13]3[CH2:18][CH2:17][N:16]([CH2:19][CH2:20][C@H:21]4[CH2:26][CH2:25][C@H:24]([NH:27][C:33](=[O:34])[CH2:32][CH2:31][CH:30]([O:37][CH3:38])[O:29][CH3:28])[CH2:23][CH2:22]4)[CH2:15][CH2:14]3)[C:7]=2[CH2:6][CH2:5]1, predict the reactants needed to synthesize it.